This data is from Forward reaction prediction with 1.9M reactions from USPTO patents (1976-2016). The task is: Predict the product of the given reaction. (1) Given the reactants [F:1][C:2]1[CH:3]=[C:4]([CH:6]=[CH:7][C:8]=1[B:9]1[O:13][C:12]([CH3:15])([CH3:14])[C:11]([CH3:17])([CH3:16])[O:10]1)[NH2:5].C([O-])(O)=O.[Na+].Cl[C:24]([O:26][C:27]1[CH:32]=[CH:31][CH:30]=[CH:29][CH:28]=1)=[O:25], predict the reaction product. The product is: [F:1][C:2]1[CH:3]=[C:4]([NH:5][C:24](=[O:25])[O:26][C:27]2[CH:32]=[CH:31][CH:30]=[CH:29][CH:28]=2)[CH:6]=[CH:7][C:8]=1[B:9]1[O:13][C:12]([CH3:15])([CH3:14])[C:11]([CH3:17])([CH3:16])[O:10]1. (2) The product is: [CH3:15][C:13]1[C:12]2[NH:16][C:28]([C:20]3[CH2:21][C:22]4([CH2:23][CH2:24][CH2:25][CH2:26][CH2:27]4)[O:18][N:19]=3)=[N:17][C:11]=2[CH:10]=[C:9]([C:3]2[C:2]([F:1])=[CH:7][CH:6]=[CH:5][C:4]=2[F:8])[CH:14]=1. Given the reactants [F:1][C:2]1[CH:7]=[CH:6][CH:5]=[C:4]([F:8])[C:3]=1[C:9]1[CH:14]=[C:13]([CH3:15])[C:12]([NH2:16])=[C:11]([NH2:17])[CH:10]=1.[O:18]1[C:22]2([CH2:27][CH2:26][CH2:25][CH2:24][CH2:23]2)[CH2:21][C:20]([CH:28]=O)=[N:19]1.O, predict the reaction product. (3) Given the reactants [CH3:1][C:2]1[CH:7]=[CH:6][CH:5]=[CH:4][C:3]=1/[CH:8]=[CH:9]/[C:10](=[O:17])[CH2:11][C:12]([O:14][CH2:15][CH3:16])=[O:13].[BH4-].[Na+], predict the reaction product. The product is: [OH:17][CH:10](/[CH:9]=[CH:8]/[C:3]1[CH:4]=[CH:5][CH:6]=[CH:7][C:2]=1[CH3:1])[CH2:11][C:12]([O:14][CH2:15][CH3:16])=[O:13]. (4) Given the reactants Br[C:2]1[C:3](=[O:28])[NH:4][C:5]2[CH:6]=[C:7]([C:21]3[C:22]([CH3:27])=[N:23][O:24][C:25]=3[CH3:26])[CH:8]=[C:9]([S:12]([NH:15][CH:16]3[CH2:20][CH2:19][CH2:18][CH2:17]3)(=[O:14])=[O:13])[C:10]=2[CH:11]=1.[N:29]1[CH:34]=[CH:33][CH:32]=[C:31](B(O)O)[CH:30]=1.C(=O)([O-])[O-].[Cs+].[Cs+].C(COC)OC, predict the reaction product. The product is: [CH:16]1([NH:15][S:12]([C:9]2[C:10]3[CH:11]=[C:2]([C:31]4[CH:30]=[N:29][CH:34]=[CH:33][CH:32]=4)[C:3](=[O:28])[NH:4][C:5]=3[CH:6]=[C:7]([C:21]3[C:22]([CH3:27])=[N:23][O:24][C:25]=3[CH3:26])[CH:8]=2)(=[O:14])=[O:13])[CH2:20][CH2:19][CH2:18][CH2:17]1. (5) Given the reactants C[O:2][C:3](=[O:21])[C:4]1[C:5](=[C:10]([NH:14][CH2:15][C:16]2[O:17][CH:18]=[CH:19][CH:20]=2)[CH:11]=[CH:12][CH:13]=1)[C:6]([O:8]C)=[O:7].[OH-].[K+], predict the reaction product. The product is: [O:17]1[CH:18]=[CH:19][CH:20]=[C:16]1[CH2:15][NH:14][C:10]1[CH:11]=[CH:12][CH:13]=[C:4]([C:3]([OH:21])=[O:2])[C:5]=1[C:6]([OH:8])=[O:7]. (6) The product is: [F:39][C:26]1([CH2:25][N:22]2[CH2:23][CH2:24][CH:19]([CH2:18][O:17][C:14]3[CH:15]=[CH:16][C:11]([C:8]4[CH:9]=[CH:10][C:5]([S:2]([CH3:1])(=[O:4])=[O:3])=[CH:6][CH:7]=4)=[CH:12][CH:13]=3)[CH2:20][CH2:21]2)[CH2:31][CH2:30][CH2:29][CH2:28][CH2:27]1. Given the reactants [CH3:1][S:2]([C:5]1[CH:10]=[CH:9][C:8]([C:11]2[CH:16]=[CH:15][C:14]([O:17][CH2:18][CH:19]3[CH2:24][CH2:23][N:22]([CH2:25][C:26]4(O)[CH2:31][CH2:30][CH2:29][CH2:28][CH2:27]4)[CH2:21][CH2:20]3)=[CH:13][CH:12]=2)=[CH:7][CH:6]=1)(=[O:4])=[O:3].CCN(S(F)(F)[F:39])CC.C([O-])(O)=O.[Na+], predict the reaction product.